This data is from Forward reaction prediction with 1.9M reactions from USPTO patents (1976-2016). The task is: Predict the product of the given reaction. (1) Given the reactants [C:1](/[C:3](=[N:10]\[O:11][CH2:12][C:13]1[N:18]=[C:17]([NH:19][C:20](=[O:26])OC(C)(C)C)[CH:16]=[CH:15][CH:14]=1)/[C:4]1[CH:9]=[CH:8][CH:7]=[CH:6][N:5]=1)#[N:2].[C:27](=O)([O-])[O-].[K+].[K+].Cl.[CH3:34][NH:35][OH:36].[CH3:37][CH:38]([OH:40])[CH3:39].O, predict the reaction product. The product is: [OH:36][N:35]([CH3:34])[C:1](=[NH:2])/[C:3](=[N:10]\[O:11][CH2:12][C:13]1[N:18]=[C:17]([NH:19][C:20](=[O:26])[O:40][C:38]([CH3:27])([CH3:39])[CH3:37])[CH:16]=[CH:15][CH:14]=1)/[C:4]1[CH:9]=[CH:8][CH:7]=[CH:6][N:5]=1. (2) Given the reactants [C:1]1([P:7]([C:20]2C=CC=[CH:22][CH:21]=2)(=O)[O:8]C2C=CC=C3C=2N=CC=C3)[CH:6]=[CH:5][CH:4]=[CH:3][CH:2]=1.[CH:26]([N-:29]C(C)C)(C)[CH3:27].[Li+:33].[CH3:34][CH2:35][CH2:36][CH2:37][CH2:38][CH3:39].[CH2:40]1[CH2:44][O:43][CH2:42][CH2:41]1, predict the reaction product. The product is: [C:36]1([P:7]([C:20]2[C:42]([O-:43])=[C:41]3[C:40]([CH:44]=[CH:27][CH:26]=[N:29]3)=[CH:22][CH:21]=2)([C:1]2[CH:6]=[CH:5][CH:4]=[CH:3][CH:2]=2)=[O:8])[CH:35]=[CH:34][CH:39]=[CH:38][CH:37]=1.[Li+:33]. (3) The product is: [ClH:1].[Cl:1][C:2]1[CH:3]=[CH:4][C:5]([O:8][CH2:9][CH:10]2[CH2:15][CH2:14][NH:13][CH2:12][CH2:11]2)=[CH:6][N:7]=1. Given the reactants [Cl:1][C:2]1[N:7]=[CH:6][C:5]([O:8][CH2:9][CH:10]2[CH2:15][CH2:14][N:13](C(OC(C)(C)C)=O)[CH2:12][CH2:11]2)=[CH:4][CH:3]=1.Cl.O1CCOCC1, predict the reaction product. (4) Given the reactants [Cl:1][C:2]1[N:3]=[CH:4][C:5]2[NH:11][C:10](=[O:12])[CH:9]([CH3:13])[CH2:8][N:7]([CH:14]3[CH2:19][CH2:18][O:17][CH2:16][CH2:15]3)[C:6]=2[N:20]=1.I[CH3:22].[H-].[Na+], predict the reaction product. The product is: [Cl:1][C:2]1[N:3]=[CH:4][C:5]2[N:11]([CH3:22])[C:10](=[O:12])[CH:9]([CH3:13])[CH2:8][N:7]([CH:14]3[CH2:19][CH2:18][O:17][CH2:16][CH2:15]3)[C:6]=2[N:20]=1. (5) The product is: [Si:26]([O:1][CH2:2][C@@H:3]([N:6]1[C:14](=[O:15])[C:13]2[C:8](=[CH:9][CH:10]=[CH:11][CH:12]=2)[C:7]1=[O:16])[CH:4]=[CH2:5])([C:22]([CH3:25])([CH3:24])[CH3:23])([CH3:29])[CH3:28]. Given the reactants [OH:1][CH2:2][C@@H:3]([N:6]1[C:14](=[O:15])[C:13]2[C:8](=[CH:9][CH:10]=[CH:11][CH:12]=2)[C:7]1=[O:16])[CH:4]=[CH2:5].N1C=CN=C1.[C:22]([Si:26]([CH3:29])([CH3:28])Cl)([CH3:25])([CH3:24])[CH3:23].C(=O)(O)[O-].[Na+], predict the reaction product. (6) Given the reactants [C:1]([NH:4][C:5]1[CH:6]=[C:7]([NH:15][C:16]2[C:21]([NH2:22])=[CH:20][CH:19]=[CH:18][N:17]=2)[CH:8]=[C:9]([C:11]([O:13][CH3:14])=[O:12])[CH:10]=1)(=[O:3])[CH3:2].[N:23]1[CH:28]=[CH:27][CH:26]=[C:25]([CH2:29][C:30](=O)[C:31](O)=[O:32])[CH:24]=1, predict the reaction product. The product is: [C:1]([NH:4][C:5]1[CH:6]=[C:7]([N:15]2[C:31](=[O:32])[C:30]([CH2:29][C:25]3[CH:24]=[N:23][CH:28]=[CH:27][CH:26]=3)=[N:22][C:21]3[CH:20]=[CH:19][CH:18]=[N:17][C:16]2=3)[CH:8]=[C:9]([C:11]([O:13][CH3:14])=[O:12])[CH:10]=1)(=[O:3])[CH3:2]. (7) The product is: [C@@:10]12([OH:9])[CH2:11][CH2:17][CH2:16][CH2:15][C@@H:14]1[CH2:17][CH2:16][CH2:15][CH2:14]2. Given the reactants [BH4-].[Na+].B(F)(F)F.CC[O:9][CH2:10][CH3:11].O.O1[CH2:17][CH2:16][CH2:15][CH2:14]1, predict the reaction product. (8) Given the reactants [CH2:1]([NH:5][CH2:6][CH2:7][C:8]1[CH:15]=[CH:14][C:11]([C:12]#[N:13])=[CH:10][CH:9]=1)[CH2:2][CH2:3][CH3:4].Cl[C:17]1[O:18][C:19]2[CH:25]=[CH:24][CH:23]=[CH:22][C:20]=2[N:21]=1.C(N(CC)C(C)C)(C)C.C(OCC)(=O)C, predict the reaction product. The product is: [O:18]1[C:19]2[CH:25]=[CH:24][CH:23]=[CH:22][C:20]=2[N:21]=[C:17]1[N:5]([CH2:1][CH2:2][CH2:3][CH3:4])[CH2:6][CH2:7][C:8]1[CH:9]=[CH:10][C:11]([C:12]#[N:13])=[CH:14][CH:15]=1.